Dataset: NCI-60 drug combinations with 297,098 pairs across 59 cell lines. Task: Regression. Given two drug SMILES strings and cell line genomic features, predict the synergy score measuring deviation from expected non-interaction effect. (1) Drug 1: C1CCC(CC1)NC(=O)N(CCCl)N=O. Drug 2: C1CC(=O)NC(=O)C1N2C(=O)C3=CC=CC=C3C2=O. Cell line: UACC-257. Synergy scores: CSS=8.49, Synergy_ZIP=-1.13, Synergy_Bliss=6.33, Synergy_Loewe=3.95, Synergy_HSA=3.64. (2) Drug 1: CCC1=C2CN3C(=CC4=C(C3=O)COC(=O)C4(CC)O)C2=NC5=C1C=C(C=C5)O. Drug 2: CC1C(C(CC(O1)OC2CC(CC3=C2C(=C4C(=C3O)C(=O)C5=CC=CC=C5C4=O)O)(C(=O)C)O)N)O. Cell line: HOP-62. Synergy scores: CSS=44.7, Synergy_ZIP=-6.78, Synergy_Bliss=-9.91, Synergy_Loewe=-6.87, Synergy_HSA=-4.67. (3) Drug 1: CC1=C(C(=CC=C1)Cl)NC(=O)C2=CN=C(S2)NC3=CC(=NC(=N3)C)N4CCN(CC4)CCO. Drug 2: C1=NC2=C(N1)C(=S)N=CN2. Cell line: A549. Synergy scores: CSS=-0.125, Synergy_ZIP=16.6, Synergy_Bliss=28.2, Synergy_Loewe=-4.86, Synergy_HSA=-0.0801. (4) Drug 1: CC1C(C(=O)NC(C(=O)N2CCCC2C(=O)N(CC(=O)N(C(C(=O)O1)C(C)C)C)C)C(C)C)NC(=O)C3=C4C(=C(C=C3)C)OC5=C(C(=O)C(=C(C5=N4)C(=O)NC6C(OC(=O)C(N(C(=O)CN(C(=O)C7CCCN7C(=O)C(NC6=O)C(C)C)C)C)C(C)C)C)N)C. Drug 2: N.N.Cl[Pt+2]Cl. Cell line: NCI-H460. Synergy scores: CSS=83.5, Synergy_ZIP=0.184, Synergy_Bliss=-0.207, Synergy_Loewe=0.537, Synergy_HSA=2.17. (5) Drug 1: C1=CC(=CC=C1C#N)C(C2=CC=C(C=C2)C#N)N3C=NC=N3. Drug 2: CC1=CC=C(C=C1)C2=CC(=NN2C3=CC=C(C=C3)S(=O)(=O)N)C(F)(F)F. Cell line: A549. Synergy scores: CSS=-1.51, Synergy_ZIP=2.94, Synergy_Bliss=0.197, Synergy_Loewe=-7.31, Synergy_HSA=-8.05.